Task: Regression/Classification. Given a drug SMILES string, predict its absorption, distribution, metabolism, or excretion properties. Task type varies by dataset: regression for continuous measurements (e.g., permeability, clearance, half-life) or binary classification for categorical outcomes (e.g., BBB penetration, CYP inhibition). Dataset: cyp2c19_veith.. Dataset: CYP2C19 inhibition data for predicting drug metabolism from PubChem BioAssay (1) The molecule is N#Cc1ccc(-c2ccc(F)cc2)nc1Oc1ccc(Cl)c(Cl)c1. The result is 1 (inhibitor). (2) The compound is c1ccc(CNc2ncnc3ccc(-c4ccoc4)cc23)cc1. The result is 0 (non-inhibitor). (3) The compound is CC[C@@H]1CN2CCc3cc(OC)c(OC)cc3[C@H]2C[C@@H]1C[C@H]1NCCc2cc(OC)c(OC)cc21. The result is 0 (non-inhibitor). (4) The compound is CNC(=S)Nc1ccc(Nc2ccccc2)cc1. The result is 1 (inhibitor). (5) The compound is COc1ccc(-n2ccnc2SCC(=O)Nc2ccccc2)cc1. The result is 1 (inhibitor). (6) The compound is O=C(COc1ccccc1Cl)NC(=S)Nc1cccc(NC(=O)c2ccccc2Cl)c1. The result is 1 (inhibitor). (7) The drug is CCCC[C@@H]1C[C@H]1C(NC(=O)c1ccccc1)c1ccc(Cl)cc1. The result is 1 (inhibitor). (8) The molecule is COc1cccc([C@H]2Oc3ccc(OC)cc3/C(=N\OCC[C@@H]3C=C[C@H](OC(C)=O)[C@H](COC(C)=O)O3)[C@@H]2O)c1. The result is 0 (non-inhibitor). (9) The drug is CN1CCN(c2ncc3ncc(=O)n(CCc4ccccc4)c3n2)CC1. The result is 1 (inhibitor).